From a dataset of Catalyst prediction with 721,799 reactions and 888 catalyst types from USPTO. Predict which catalyst facilitates the given reaction. Reactant: [C:1]([C:4]1[CH:9]=[N:8][N:7]2[CH:10]=[C:11]([C:13]3[CH:18]=[CH:17][CH:16]=[CH:15][CH:14]=3)[CH:12]=[C:6]2[C:5]=1[NH:19][C@@H:20]1[CH2:24][CH2:23][C@:22]([CH3:28])([C:25]([OH:27])=O)[C:21]1([CH3:30])[CH3:29])(=[O:3])[NH2:2].CC[N:33](C(C)C)C(C)C.CN(C(ON1N=NC2C=CC=NC1=2)=[N+](C)C)C.F[P-](F)(F)(F)(F)F.[Cl-].[NH4+]. Product: [C:25]([C@@:22]1([CH3:28])[CH2:23][CH2:24][C@@H:20]([NH:19][C:5]2[C:6]3[N:7]([CH:10]=[C:11]([C:13]4[CH:14]=[CH:15][CH:16]=[CH:17][CH:18]=4)[CH:12]=3)[N:8]=[CH:9][C:4]=2[C:1]([NH2:2])=[O:3])[C:21]1([CH3:30])[CH3:29])(=[O:27])[NH2:33]. The catalyst class is: 39.